Dataset: Reaction yield outcomes from USPTO patents with 853,638 reactions. Task: Predict the reaction yield, written as a fraction of the theoretical maximum amount of product (1.0 means a 100% yield; for example, 0.34 means a 34% yield). (1) The reactants are [C:1]1([S:7]([C:9]2[CH:14]=[CH:13][CH:12]=[CH:11][CH:10]=2)=O)[CH:6]=[CH:5][CH:4]=[CH:3][CH:2]=1.[Cl:15][C:16]1[CH:29]=[CH:28][C:27]2[S:26][C:25]3[C:20](=[CH:21][CH:22]=[CH:23][CH:24]=3)[C:19](=[O:30])[C:18]=2[CH:17]=1.FC(F)(F)S(OS(C(F)(F)F)(=O)=O)(=O)=O.[F:46][P-:47]([F:52])([F:51])([F:50])([F:49])[F:48].[K+]. The catalyst is O.ClCCl. The product is [F:46][P-:47]([F:52])([F:51])([F:50])([F:49])[F:48].[C:9]1([S+:7]([C:1]2[CH:2]=[CH:3][CH:4]=[CH:5][CH:6]=2)[C:22]2[CH:23]=[CH:24][C:25]3[S:26][C:27]4[C:18](=[CH:17][C:16]([Cl:15])=[CH:29][CH:28]=4)[C:19](=[O:30])[C:20]=3[CH:21]=2)[CH:10]=[CH:11][CH:12]=[CH:13][CH:14]=1. The yield is 0.0700. (2) The reactants are [S:1]1[C:5]([C:6]2[O:7][C:8]3[C:9](=[C:11]([C:15]([OH:17])=O)[CH:12]=[CH:13][CH:14]=3)[N:10]=2)=[CH:4][C:3]2[CH2:18][CH2:19][CH2:20][C:2]1=2.Cl.Cl.[NH2:23][CH:24]1[CH2:31][CH:30]2[N:32]([CH3:33])[CH:26]([CH2:27][CH2:28][CH2:29]2)[CH2:25]1.Cl.C(N=C=NCCCN(C)C)C.ON1C2C=CC=CC=2N=N1.C(N(CC)CC)C. The catalyst is CN(C=O)C. The product is [CH3:33][N:32]1[CH:26]2[CH2:27][CH2:28][CH2:29][CH:30]1[CH2:31][CH:24]([NH:23][C:15]([C:11]1[CH:12]=[CH:13][CH:14]=[C:8]3[O:7][C:6]([C:5]4[S:1][C:2]5[CH2:20][CH2:19][CH2:18][C:3]=5[CH:4]=4)=[N:10][C:9]=13)=[O:17])[CH2:25]2. The yield is 0.410. (3) The reactants are [Br:1][C:2]1[CH:3]=[N:4][C:5](Cl)=[N:6][CH:7]=1.[C:9]([O:13][C:14](=[O:22])[NH:15][CH:16]1[CH2:21][CH2:20][NH:19][CH2:18][CH2:17]1)([CH3:12])([CH3:11])[CH3:10]. No catalyst specified. The product is [Br:1][C:2]1[CH:3]=[N:4][C:5]([N:19]2[CH2:18][CH2:17][CH:16]([NH:15][C:14]([O:13][C:9]([CH3:12])([CH3:11])[CH3:10])=[O:22])[CH2:21][CH2:20]2)=[N:6][CH:7]=1. The yield is 0.843. (4) The reactants are [Br:1][C:2]1[C:3]([F:11])=[C:4]2[CH:10]=[CH:9][NH:8][C:5]2=[N:6][CH:7]=1.[N+:12]([O-])([OH:14])=[O:13]. No catalyst specified. The product is [Br:1][C:2]1[C:3]([F:11])=[C:4]2[C:10]([N+:12]([O-:14])=[O:13])=[CH:9][NH:8][C:5]2=[N:6][CH:7]=1. The yield is 0.760.